From a dataset of Peptide-MHC class I binding affinity with 185,985 pairs from IEDB/IMGT. Regression. Given a peptide amino acid sequence and an MHC pseudo amino acid sequence, predict their binding affinity value. This is MHC class I binding data. (1) The peptide sequence is PLRNTHPQA. The MHC is Mamu-B01 with pseudo-sequence Mamu-B01. The binding affinity (normalized) is 0.00974. (2) The binding affinity (normalized) is 0. The peptide sequence is VPLDEDFRKY. The MHC is HLA-B08:01 with pseudo-sequence HLA-B08:01. (3) The peptide sequence is CTFMIITSTK. The MHC is H-2-Kb with pseudo-sequence H-2-Kb. The binding affinity (normalized) is 0.178. (4) The peptide sequence is HLARRQQGR. The MHC is Patr-A0401 with pseudo-sequence Patr-A0401. The binding affinity (normalized) is 0.453. (5) The peptide sequence is LTISFFLIM. The MHC is HLA-B15:01 with pseudo-sequence HLA-B15:01. The binding affinity (normalized) is 0.173. (6) The MHC is HLA-A31:01 with pseudo-sequence HLA-A31:01. The peptide sequence is FIESSICLDY. The binding affinity (normalized) is 0.148. (7) The peptide sequence is MALMKLAAL. The MHC is HLA-B51:01 with pseudo-sequence HLA-B51:01. The binding affinity (normalized) is 0.364.